This data is from Peptide-MHC class II binding affinity with 134,281 pairs from IEDB. The task is: Regression. Given a peptide amino acid sequence and an MHC pseudo amino acid sequence, predict their binding affinity value. This is MHC class II binding data. (1) The peptide sequence is AAHAAVAGMTLTDDA. The MHC is HLA-DQA10102-DQB10602 with pseudo-sequence HLA-DQA10102-DQB10602. The binding affinity (normalized) is 0.309. (2) The peptide sequence is KLIGGIGGFIKVRQYDQILI. The MHC is DRB1_0701 with pseudo-sequence DRB1_0701. The binding affinity (normalized) is 0.393. (3) The peptide sequence is SRKECPFSNRVWNSF. The MHC is DRB1_0701 with pseudo-sequence DRB1_0701. The binding affinity (normalized) is 0.449. (4) The peptide sequence is PLMSSKFPELGMNPS. The MHC is HLA-DPA10103-DPB10201 with pseudo-sequence HLA-DPA10103-DPB10201. The binding affinity (normalized) is 0.644. (5) The peptide sequence is TIDLTSEKPAVNSPR. The MHC is DRB1_0101 with pseudo-sequence DRB1_0101. The binding affinity (normalized) is 0.186. (6) The peptide sequence is TKFKYLAGDYLSLAD. The MHC is DRB1_0101 with pseudo-sequence DRB1_0101. The binding affinity (normalized) is 0.810. (7) The binding affinity (normalized) is 0.454. The peptide sequence is GELQIVDKIDATFKI. The MHC is DRB1_0101 with pseudo-sequence DRB1_0101. (8) The peptide sequence is TVLAFPAGVCPTIGV. The MHC is DRB1_0301 with pseudo-sequence DRB1_0301. The binding affinity (normalized) is 0.134.